This data is from Peptide-MHC class I binding affinity with 185,985 pairs from IEDB/IMGT. The task is: Regression. Given a peptide amino acid sequence and an MHC pseudo amino acid sequence, predict their binding affinity value. This is MHC class I binding data. (1) The peptide sequence is MIKYCLLKILK. The MHC is HLA-B37:01 with pseudo-sequence HLA-B37:01. The binding affinity (normalized) is 0.0847. (2) The peptide sequence is WEKAWPAVF. The MHC is HLA-B40:01 with pseudo-sequence HLA-B40:01. The binding affinity (normalized) is 0.578. (3) The MHC is HLA-A24:03 with pseudo-sequence HLA-A24:03. The peptide sequence is APFARLLNL. The binding affinity (normalized) is 0.0847. (4) The peptide sequence is SPVIVNGAM. The MHC is HLA-B08:02 with pseudo-sequence HLA-B08:02. The binding affinity (normalized) is 0.0847. (5) The peptide sequence is FLKSDYFPSV. The MHC is HLA-A02:06 with pseudo-sequence HLA-A02:06. The binding affinity (normalized) is 0.715. (6) The MHC is HLA-B08:01 with pseudo-sequence HLA-B08:01. The binding affinity (normalized) is 0.00647. The peptide sequence is KTKDYVNGL. (7) The peptide sequence is RRGWEVLKY. The MHC is HLA-B44:03 with pseudo-sequence HLA-B44:03. The binding affinity (normalized) is 0.